Dataset: Peptide-MHC class II binding affinity with 134,281 pairs from IEDB. Task: Regression. Given a peptide amino acid sequence and an MHC pseudo amino acid sequence, predict their binding affinity value. This is MHC class II binding data. (1) The peptide sequence is AGVFFTFVLLLSGQI. The MHC is DRB1_0401 with pseudo-sequence DRB1_0401. The binding affinity (normalized) is 0.267. (2) The peptide sequence is LLYLAQELPAP. The MHC is HLA-DQA10102-DQB10604 with pseudo-sequence HLA-DQA10102-DQB10604. The binding affinity (normalized) is 0. (3) The peptide sequence is PSAEFRRTAPPSLYG. The MHC is DRB1_0901 with pseudo-sequence DRB1_0901. The binding affinity (normalized) is 0.812. (4) The peptide sequence is LEASMLLDNMEVRGG. The MHC is DRB5_0101 with pseudo-sequence DRB5_0101. The binding affinity (normalized) is 0.